This data is from Catalyst prediction with 721,799 reactions and 888 catalyst types from USPTO. The task is: Predict which catalyst facilitates the given reaction. (1) Reactant: FC(F)(F)C(O)=O.[CH3:8][O:9][C:10]1[CH:11]=[C:12]([NH:22][C:23]2[N:24]=[C:25]([CH2:40][C:41]3[CH:46]=[CH:45][CH:44]=[C:43]([O:47][CH3:48])[CH:42]=3)[C:26]3[CH2:32][N:31](C(OC(C)(C)C)=O)[CH2:30][CH2:29][C:27]=3[N:28]=2)[CH:13]=[CH:14][C:15]=1[N:16]1[CH:20]=[C:19]([CH3:21])[N:18]=[CH:17]1. Product: [CH3:8][O:9][C:10]1[CH:11]=[C:12]([NH:22][C:23]2[N:24]=[C:25]([CH2:40][C:41]3[CH:46]=[CH:45][CH:44]=[C:43]([O:47][CH3:48])[CH:42]=3)[C:26]3[CH2:32][NH:31][CH2:30][CH2:29][C:27]=3[N:28]=2)[CH:13]=[CH:14][C:15]=1[N:16]1[CH:20]=[C:19]([CH3:21])[N:18]=[CH:17]1. The catalyst class is: 4. (2) Reactant: Cl[C:2]1[N:7]=[CH:6][N:5]=[C:4]([NH:8][C:9]2[CH:14]=[CH:13][CH:12]=[C:11]([CH2:15][N:16]3[C:24]4[C:19](=[CH:20][CH:21]=[CH:22][CH:23]=4)[CH:18]=[CH:17]3)[CH:10]=2)[CH:3]=1.[CH3:25][O:26][C:27]1[CH:32]=[CH:31][CH:30]=[CH:29][C:28]=1B(O)O.C([O-])([O-])=O.[Na+].[Na+].O. Product: [N:16]1([CH2:15][C:11]2[CH:10]=[C:9]([NH:8][C:4]3[CH:3]=[C:2]([C:28]4[CH:29]=[CH:30][CH:31]=[CH:32][C:27]=4[O:26][CH3:25])[N:7]=[CH:6][N:5]=3)[CH:14]=[CH:13][CH:12]=2)[C:24]2[C:19](=[CH:20][CH:21]=[CH:22][CH:23]=2)[CH:18]=[CH:17]1. The catalyst class is: 216. (3) Reactant: [Cl:1][C:2]1[CH:20]=[C:19]([OH:21])[CH:18]=[C:17]([Cl:22])[C:3]=1[CH2:4][C@@H:5]1[CH2:9][CH2:8][N:7]([N:10]2[CH2:15][CH2:14][CH2:13][CH2:12][CH2:11]2)[C:6]1=[O:16].N1C=CC=CC=1.[F:29][C:30]([F:43])([F:42])[S:31](O[S:31]([C:30]([F:43])([F:42])[F:29])(=[O:33])=[O:32])(=[O:33])=[O:32]. Product: [Cl:1][C:2]1[CH:20]=[C:19]([O:21][S:31]([C:30]([F:43])([F:42])[F:29])(=[O:33])=[O:32])[CH:18]=[C:17]([Cl:22])[C:3]=1[CH2:4][C@@H:5]1[CH2:9][CH2:8][N:7]([N:10]2[CH2:15][CH2:14][CH2:13][CH2:12][CH2:11]2)[C:6]1=[O:16]. The catalyst class is: 2. (4) Reactant: [CH3:1][C:2]([CH3:5])([O-])[CH3:3].[K+].[OH:7][C:8]1[C:13]([O:14][CH3:15])=[C:12]([O:16][CH3:17])[N:11]([CH2:18][C:19]2[CH:24]=[CH:23][C:22]([O:25][CH3:26])=[CH:21][CH:20]=2)[C:10](=[O:27])[C:9]=1[C:28](=[O:31])[CH2:29][CH3:30].BrCC(C)=C. Product: [CH3:30][CH:29]([CH2:3][C:2]([CH3:5])=[CH2:1])[C:28]([C:9]1[C:10](=[O:27])[N:11]([CH2:18][C:19]2[CH:24]=[CH:23][C:22]([O:25][CH3:26])=[CH:21][CH:20]=2)[C:12]([O:16][CH3:17])=[C:13]([O:14][CH3:15])[C:8]=1[OH:7])=[O:31]. The catalyst class is: 7.